From a dataset of Full USPTO retrosynthesis dataset with 1.9M reactions from patents (1976-2016). Predict the reactants needed to synthesize the given product. (1) Given the product [CH3:16][N:15]([CH3:17])[CH2:14][CH2:13][O:12][CH2:11][CH2:10][O:9][CH2:8][CH2:7][O:6][C:5]1[CH:18]=[C:19]([CH:20]=[C:3]([O:2][CH3:1])[CH:4]=1)[NH2:21], predict the reactants needed to synthesize it. The reactants are: [CH3:1][O:2][C:3]1[CH:4]=[C:5]([CH:18]=[C:19]([N+:21]([O-])=O)[CH:20]=1)[O:6][CH2:7][CH2:8][O:9][CH2:10][CH2:11][O:12][CH2:13][CH2:14][N:15]([CH3:17])[CH3:16]. (2) Given the product [NH2:20][C:19]1[C:18]([C:17]#[N:21])=[C:4]([C:5]2[CH:10]=[CH:9][C:8]([NH:11][C:12](=[O:14])[CH3:13])=[CH:7][CH:6]=2)[C:3]([C:15]#[N:16])=[C:1]([S:28][C:22]2[CH:27]=[CH:26][CH:25]=[CH:24][CH:23]=2)[N:2]=1, predict the reactants needed to synthesize it. The reactants are: [C:1]([C:3]([C:15]#[N:16])=[CH:4][C:5]1[CH:10]=[CH:9][C:8]([NH:11][C:12](=[O:14])[CH3:13])=[CH:7][CH:6]=1)#[N:2].[C:17](#[N:21])[CH2:18][C:19]#[N:20].[C:22]1([SH:28])[CH:27]=[CH:26][CH:25]=[CH:24][CH:23]=1.C(N(CC)CC)C. (3) Given the product [CH2:15]([O:14][C:7]1[C:8]2[C:13](=[CH:12][CH:11]=[CH:10][CH:9]=2)[C:4]([O:3][CH2:1][CH3:2])=[C:5]([C:22]([OH:24])=[O:23])[C:6]=1[C:17]([OH:19])=[O:18])[CH3:16], predict the reactants needed to synthesize it. The reactants are: [CH2:1]([O:3][C:4]1[C:13]2[C:8](=[CH:9][CH:10]=[CH:11][CH:12]=2)[C:7]([O:14][CH2:15][CH3:16])=[C:6]([C:17]([O:19]CC)=[O:18])[C:5]=1[C:22]([O:24]CC)=[O:23])[CH3:2].[OH-].[Na+]. (4) The reactants are: [O:1]=[C:2]1[C:10]2[C:5](=[C:6]([C:11]([OH:13])=O)[CH:7]=[CH:8][CH:9]=2)[N:4]2[CH:14]=[CH:15][CH:16]=[C:3]12.CN(C(ON1N=NC2C1=CC=CC=2)=[N+](C)C)C.F[P-](F)(F)(F)(F)F.C(N(C(C)C)CC)(C)C.[F:50][C:51]1[CH:56]=[CH:55][C:54]([NH2:57])=[C:53]([NH2:58])[CH:52]=1. Given the product [NH2:58][C:53]1[CH:52]=[C:51]([F:50])[CH:56]=[CH:55][C:54]=1[NH:57][C:11]([C:6]1[CH:7]=[CH:8][CH:9]=[C:10]2[C:5]=1[N:4]1[CH:14]=[CH:15][CH:16]=[C:3]1[C:2]2=[O:1])=[O:13], predict the reactants needed to synthesize it. (5) Given the product [C:49]([O:48][C:47]([NH:46][S:43]([NH:1][CH:2]1[CH2:3][C@@H:4]2[N:10]([CH2:11][C:12]3[NH:17][C:16]([C:18]4[S:19][CH:20]=[CH:21][N:22]=4)=[N:15][C@@H:14]([C:23]4[CH:28]=[CH:27][C:26]([F:29])=[CH:25][C:24]=4[Cl:30])[C:13]=3[C:31]([O:33][CH3:34])=[O:32])[C@@H:8]([CH2:7][O:6][CH2:5]2)[CH2:9]1)(=[O:45])=[O:44])=[O:53])([CH3:52])([CH3:50])[CH3:51], predict the reactants needed to synthesize it. The reactants are: [NH2:1][CH:2]1[CH2:9][C@@H:8]2[N:10]([CH2:11][C:12]3[NH:17][C:16]([C:18]4[S:19][CH:20]=[CH:21][N:22]=4)=[N:15][C@@H:14]([C:23]4[CH:28]=[CH:27][C:26]([F:29])=[CH:25][C:24]=4[Cl:30])[C:13]=3[C:31]([O:33][CH3:34])=[O:32])[C@@H:4]([CH2:5][O:6][CH2:7]2)[CH2:3]1.C(N(CC)CC)C.Cl[S:43]([NH:46][C:47](=[O:53])[O:48][C:49]([CH3:52])([CH3:51])[CH3:50])(=[O:45])=[O:44].